From a dataset of NCI-60 drug combinations with 297,098 pairs across 59 cell lines. Regression. Given two drug SMILES strings and cell line genomic features, predict the synergy score measuring deviation from expected non-interaction effect. (1) Drug 1: C1CN1C2=NC(=NC(=N2)N3CC3)N4CC4. Drug 2: CC12CCC3C(C1CCC2O)C(CC4=C3C=CC(=C4)O)CCCCCCCCCS(=O)CCCC(C(F)(F)F)(F)F. Cell line: NCI-H522. Synergy scores: CSS=34.9, Synergy_ZIP=-5.99, Synergy_Bliss=-2.99, Synergy_Loewe=-8.76, Synergy_HSA=0.0987. (2) Drug 1: C1=NC2=C(N=C(N=C2N1C3C(C(C(O3)CO)O)O)F)N. Drug 2: CC1=C2C(C(=O)C3(C(CC4C(C3C(C(C2(C)C)(CC1OC(=O)C(C(C5=CC=CC=C5)NC(=O)OC(C)(C)C)O)O)OC(=O)C6=CC=CC=C6)(CO4)OC(=O)C)O)C)O. Cell line: MDA-MB-435. Synergy scores: CSS=0.761, Synergy_ZIP=-1.09, Synergy_Bliss=1.43, Synergy_Loewe=-2.07, Synergy_HSA=-1.63.